From a dataset of Catalyst prediction with 721,799 reactions and 888 catalyst types from USPTO. Predict which catalyst facilitates the given reaction. Reactant: [Si]([O:8][C:9]1[CH:17]=[CH:16][CH:15]=[C:14]2[C:10]=1[CH:11]=[CH:12][N:13]2[C:18]([O:20][CH2:21][C:22]1[CH:27]=[CH:26][CH:25]=[CH:24][CH:23]=1)=[O:19])(C(C)(C)C)(C)C.C(O)(=O)C.[F-].C([N+](CCCC)(CCCC)CCCC)CCC. Product: [OH:8][C:9]1[CH:17]=[CH:16][CH:15]=[C:14]2[C:10]=1[CH:11]=[CH:12][N:13]2[C:18]([O:20][CH2:21][C:22]1[CH:27]=[CH:26][CH:25]=[CH:24][CH:23]=1)=[O:19]. The catalyst class is: 7.